Dataset: Forward reaction prediction with 1.9M reactions from USPTO patents (1976-2016). Task: Predict the product of the given reaction. (1) Given the reactants [C:1]([O:5][C:6](=[O:18])[NH:7][C@@H:8]([CH2:11][CH:12]1[CH2:17][CH2:16][CH2:15][CH2:14][O:13]1)[CH2:9][OH:10])([CH3:4])([CH3:3])[CH3:2].Cl([O-])=[O:20].[Na+].Cl[O-].[Na+].S([O-])([O-])=O.[Na+].[Na+], predict the reaction product. The product is: [C:1]([O:5][C:6]([NH:7][C@@H:8]([CH2:11][CH:12]1[CH2:17][CH2:16][CH2:15][CH2:14][O:13]1)[C:9]([OH:20])=[O:10])=[O:18])([CH3:4])([CH3:2])[CH3:3]. (2) Given the reactants [H-].[Na+].[C:3]([O:11][CH2:12][CH3:13])(=[O:10])[CH2:4][C:5]([O:7][CH2:8][CH3:9])=[O:6].Br[C:15]1[C:20]([N+:21]([O-:23])=[O:22])=[CH:19][CH:18]=[C:17]([O:24][CH:25]([CH3:27])[CH3:26])[N:16]=1.[NH4+].[Cl-], predict the reaction product. The product is: [CH:25]([O:24][C:17]1[N:16]=[C:15]([CH:4]([C:5]([O:7][CH2:8][CH3:9])=[O:6])[C:3]([O:11][CH2:12][CH3:13])=[O:10])[C:20]([N+:21]([O-:23])=[O:22])=[CH:19][CH:18]=1)([CH3:27])[CH3:26]. (3) The product is: [NH2:1][C:2]1[C:3]2[N:4]([C:8]([C@@H:12]3[CH2:32][N:16]4[C:17](=[O:31])[CH2:18][NH:19][CH2:20][C@H:15]4[CH2:14][CH2:13]3)=[N:9][C:10]=2[Br:11])[CH:5]=[CH:6][N:7]=1. Given the reactants [NH2:1][C:2]1[C:3]2[N:4]([C:8]([C@@H:12]3[CH2:32][N:16]4[C:17](=[O:31])[CH2:18][N:19](C(OCC5C=CC=CC=5)=O)[CH2:20][C@H:15]4[CH2:14][CH2:13]3)=[N:9][C:10]=2[Br:11])[CH:5]=[CH:6][N:7]=1.C(O)(C)C, predict the reaction product. (4) The product is: [CH3:17][C:16]1[CH2:15][CH2:14][C@@H:9]([C:10]([O:12][CH3:13])=[O:11])[N:8]=1. Given the reactants C(OC([NH:8][C@@H:9]([CH2:14][CH2:15][C:16](=O)[CH3:17])[C:10]([O:12][CH3:13])=[O:11])=O)(C)(C)C.FC(F)(F)C(O)=O, predict the reaction product. (5) Given the reactants [N:1]1([C:6]([C:8]2[S:12][C:11]([C:13]3[CH:21]=[CH:20][C:16]([C:17](O)=[O:18])=[CH:15][CH:14]=3)=[CH:10][CH:9]=2)=[O:7])[CH2:5][CH2:4][CH2:3][CH2:2]1.CCN=C=NCCCN(C)C.Cl.C1C=CC2N(O)N=NC=2C=1.CCN(C(C)C)C(C)C.[NH:53]1[CH2:57][CH2:56][CH2:55][C@H:54]1[CH2:58][N:59]1[CH2:63][CH2:62][CH2:61][CH2:60]1, predict the reaction product. The product is: [N:1]1([C:6]([C:8]2[S:12][C:11]([C:13]3[CH:21]=[CH:20][C:16]([C:17]([N:53]4[CH2:57][CH2:56][CH2:55][C@H:54]4[CH2:58][N:59]4[CH2:63][CH2:62][CH2:61][CH2:60]4)=[O:18])=[CH:15][CH:14]=3)=[CH:10][CH:9]=2)=[O:7])[CH2:2][CH2:3][CH2:4][CH2:5]1. (6) Given the reactants [Cl:1][C:2]1[CH:7]=[CH:6][C:5]([C@H:8]2[CH2:12][N:11]([C:13]([O:15][C:16]([CH3:19])([CH3:18])[CH3:17])=[O:14])[C:10](=[O:20])[CH2:9]2)=[CH:4][C:3]=1[F:21].[Li+].[OH-:23].Cl, predict the reaction product. The product is: [C:16]([O:15][C:13]([NH:11][CH2:12][C@H:8]([C:5]1[CH:6]=[CH:7][C:2]([Cl:1])=[C:3]([F:21])[CH:4]=1)[CH2:9][C:10]([OH:23])=[O:20])=[O:14])([CH3:19])([CH3:18])[CH3:17]. (7) Given the reactants [CH3:1][C:2]1[CH:11]=[CH:10][CH:9]=[C:8]([CH2:12][O:13][C@@H:14]2[CH2:19][CH2:18][CH2:17][C@H:16]([O:20][CH2:21][C:22]3[N:23]=[C:24]([C:28]4[CH:37]=[CH:36][C:35]5[C:30](=[CH:31][CH:32]=[CH:33][CH:34]=5)[CH:29]=4)[O:25][C:26]=3[CH3:27])[CH2:15]2)[C:3]=1[C:4]([O:6]C)=[O:5].Cl, predict the reaction product. The product is: [CH3:1][C:2]1[CH:11]=[CH:10][CH:9]=[C:8]([CH2:12][O:13][C@@H:14]2[CH2:19][CH2:18][CH2:17][C@H:16]([O:20][CH2:21][C:22]3[N:23]=[C:24]([C:28]4[CH:37]=[CH:36][C:35]5[C:30](=[CH:31][CH:32]=[CH:33][CH:34]=5)[CH:29]=4)[O:25][C:26]=3[CH3:27])[CH2:15]2)[C:3]=1[C:4]([OH:6])=[O:5]. (8) Given the reactants [Cl:1][C:2]1[CH:3]=[C:4]2[C:9](=[CH:10][C:11]=1[C:12]([OH:14])=O)[N:8]=[CH:7][N:6]=[C:5]2[NH:15][CH:16]([C:18]1[NH:22][C:21]2[CH:23]=[CH:24][C:25]([Cl:27])=[CH:26][C:20]=2[N:19]=1)[CH3:17].FC1C(OC(N(C)C)=[N+](C)C)=C(F)C(F)=C(F)C=1F.F[P-](F)(F)(F)(F)F.C(N(C(C)C)CC)(C)C.[NH:63]1[CH2:68][CH2:67][CH2:66][CH2:65][CH:64]1[CH2:69][CH2:70][C:71]([O:73][CH2:74][CH3:75])=[O:72], predict the reaction product. The product is: [Cl:1][C:2]1[CH:3]=[C:4]2[C:9](=[CH:10][C:11]=1[C:12]([N:63]1[CH2:68][CH2:67][CH2:66][CH2:65][CH:64]1[CH2:69][CH2:70][C:71]([O:73][CH2:74][CH3:75])=[O:72])=[O:14])[N:8]=[CH:7][N:6]=[C:5]2[NH:15][CH:16]([C:18]1[NH:22][C:21]2[CH:23]=[CH:24][C:25]([Cl:27])=[CH:26][C:20]=2[N:19]=1)[CH3:17]. (9) Given the reactants [CH3:1][C:2]1[O:3][CH:4]=[CH:5][C:6]=1[C:7]([CH2:9][C:10]#[N:11])=[O:8].F[C:13]1C=CC(NN)=CC=1.[F:21][C:22]1[CH:27]=[C:26]([F:28])[CH:25]=[CH:24][C:23]=1[NH:29][NH2:30], predict the reaction product. The product is: [NH2:11][C:10]1[N:29]([C:23]2[CH:24]=[CH:25][C:26]([F:28])=[CH:27][C:22]=2[F:21])[N:30]=[CH:13][C:9]=1[C:7]([C:6]1[CH:5]=[CH:4][O:3][C:2]=1[CH3:1])=[O:8].